Dataset: Full USPTO retrosynthesis dataset with 1.9M reactions from patents (1976-2016). Task: Predict the reactants needed to synthesize the given product. (1) Given the product [C:47](=[C:28]1[N:27]=[C:26]2[C:30](=[N:31][CH:23]([N:22]([CH2:56][CH:42]([CH2:41][OH:45])[OH:43])[CH2:21][CH2:20][O:19][CH2:1][CH2:2][CH2:3][CH2:4][CH2:5][CH2:6][CH2:7][CH2:8][CH2:9][CH2:10][CH2:11][CH2:12][CH2:13][CH2:14][CH2:15][CH2:16][CH2:17][CH3:18])[NH:24][C:25]2=[O:40])[N:29]1[CH2:32][CH2:33][O:34][CH2:35][P:36]([OH:38])([OH:39])=[O:37])([CH3:49])[CH3:48], predict the reactants needed to synthesize it. The reactants are: [CH2:1]([O:19][CH2:20][CH2:21][NH:22][C:23]1[NH:24][C:25](=[O:40])[C:26]2[N:27]=[CH:28][N:29]([CH2:32][CH2:33][O:34][CH2:35][P:36]([OH:39])([OH:38])=[O:37])[C:30]=2[N:31]=1)[CH2:2][CH2:3][CH2:4][CH2:5][CH2:6][CH2:7][CH2:8][CH2:9][CH2:10][CH2:11][CH2:12][CH2:13][CH2:14][CH2:15][CH2:16][CH2:17][CH3:18].[C:41](Cl)(=[O:45])[C:42](Cl)=[O:43].[C:47](=C(C(CO)O)O)([CH3:49])[CH3:48].[C:56](=O)(O)[O-].[Na+]. (2) Given the product [CH3:1][N:2]([CH3:3])[C:14]1[CH:13]=[C:12]2[C:7]([C:8](=[O:32])[C:9]([C:30]#[N:31])=[CH:10][N:11]2[CH2:16][C:17]([CH3:18])([C:19]2[CH:20]=[CH:21][C:22]([C:25]([F:27])([F:28])[F:26])=[CH:23][CH:24]=2)[CH3:29])=[CH:6][C:5]=1[F:4], predict the reactants needed to synthesize it. The reactants are: [CH3:1][NH:2][CH3:3].[F:4][C:5]1[CH:6]=[C:7]2[C:12](=[CH:13][C:14]=1F)[N:11]([CH2:16][C:17]([CH3:29])([C:19]1[CH:24]=[CH:23][C:22]([C:25]([F:28])([F:27])[F:26])=[CH:21][CH:20]=1)[CH3:18])[CH:10]=[C:9]([C:30]#[N:31])[C:8]2=[O:32]. (3) Given the product [ClH:3].[NH2:5][C:6]1[N:11]=[CH:10][C:9](/[CH:12]=[CH:13]/[C:14]([N:18]([CH3:17])[CH2:19][C:20]2[O:21][C:22]3[CH:29]=[CH:28][CH:27]=[CH:26][C:23]=3[C:24]=2[CH3:25])=[O:16])=[CH:8][CH:7]=1, predict the reactants needed to synthesize it. The reactants are: C(Cl)C[Cl:3].[NH2:5][C:6]1[N:11]=[CH:10][C:9](/[CH:12]=[CH:13]/[C:14]([OH:16])=O)=[CH:8][CH:7]=1.[CH3:17][NH:18][CH2:19][C:20]1[O:21][C:22]2[CH:29]=[CH:28][CH:27]=[CH:26][C:23]=2[C:24]=1[CH3:25].C1C=CC2N(O)N=NC=2C=1.CCN(C(C)C)C(C)C.Cl. (4) Given the product [CH2:34]([N:31]1[CH2:32][CH2:33][CH:28]([NH:27][C:21](=[O:23])[CH2:20][C:16]2[CH:17]=[CH:18][CH:19]=[C:14]([F:13])[C:15]=2[N+:24]([O-:26])=[O:25])[CH2:29][CH2:30]1)[C:35]1[CH:36]=[CH:37][CH:38]=[CH:39][CH:40]=1, predict the reactants needed to synthesize it. The reactants are: C1N=CN(C(N2C=NC=C2)=O)C=1.[F:13][C:14]1[C:15]([N+:24]([O-:26])=[O:25])=[C:16]([CH2:20][C:21]([OH:23])=O)[CH:17]=[CH:18][CH:19]=1.[NH2:27][CH:28]1[CH2:33][CH2:32][N:31]([CH2:34][C:35]2[CH:40]=[CH:39][CH:38]=[CH:37][CH:36]=2)[CH2:30][CH2:29]1. (5) Given the product [F:8][C:5]1[CH:6]=[CH:7][C:2]([NH:1][C:16](=[O:21])[C:17]([CH3:20])([CH3:19])[CH3:18])=[N:3][CH:4]=1, predict the reactants needed to synthesize it. The reactants are: [NH2:1][C:2]1[CH:7]=[CH:6][C:5]([F:8])=[CH:4][N:3]=1.C(N(CC)CC)C.[C:16](Cl)(=[O:21])[C:17]([CH3:20])([CH3:19])[CH3:18]. (6) Given the product [C:1]([CH2:3][CH2:4][N:5]([CH2:12][CH2:13][I:27])[C:6]1[CH:11]=[CH:10][CH:9]=[CH:8][CH:7]=1)#[N:2], predict the reactants needed to synthesize it. The reactants are: [C:1]([CH2:3][CH2:4][N:5]([CH2:12][CH2:13]O)[C:6]1[CH:11]=[CH:10][CH:9]=[CH:8][CH:7]=1)#[N:2].C(N(CC)CC)C.S(Cl)(C)(=O)=O.[I-:27].[Na+]. (7) Given the product [CH3:1][C:2]1([CH3:4])[O:16][C:14](=[O:15])/[C:12](=[CH:10]/[C:9]([OH:18])=[O:17])/[O:3]1, predict the reactants needed to synthesize it. The reactants are: [CH2-:1][C:2]([CH3:4])=[O:3].[CH2-]C(C)=O.[C:9]([OH:18])(=[O:17])[CH:10]([CH:12]([C:14]([OH:16])=[O:15])O)O.CC(C)([O-])C.[K+].Cl.C(Cl)(=O)C. (8) Given the product [CH3:44][C:28]([NH:45][CH2:21][CH:20]([C:11]1[C:12]2[O:17][CH2:16][C:15](=[O:18])[NH:14][C:13]=2[CH:19]=[C:9]([OH:8])[CH:10]=1)[OH:26])([CH3:27])[CH2:29][CH2:30][N:31]1[C:35]([CH3:36])=[N:34][C:33]([C:37]2[CH:38]=[CH:39][C:40]([CH3:43])=[CH:41][CH:42]=2)=[N:32]1, predict the reactants needed to synthesize it. The reactants are: C([O:8][C:9]1[CH:10]=[C:11]([C:20](=[O:26])[CH:21](OCC)O)[C:12]2[O:17][CH2:16][C:15](=[O:18])[NH:14][C:13]=2[CH:19]=1)C1C=CC=CC=1.[CH3:27][C:28]([NH2:45])([CH3:44])[CH2:29][CH2:30][N:31]1[C:35]([CH3:36])=[N:34][C:33]([C:37]2[CH:42]=[CH:41][C:40]([CH3:43])=[CH:39][CH:38]=2)=[N:32]1.FC(F)(F)C([O-])=O. (9) Given the product [Cl:24][C:25]1[C:26]([F:38])=[C:27]([C:31]2[CH:36]=[CH:35][N:34]=[C:33]([NH:37][C:2]3[CH:3]=[C:4]([NH:8][C:9](=[O:23])[C:10]4[CH:15]=[CH:14][C:13]([CH2:16][N:17]5[CH2:22][CH2:21][CH2:20][CH2:19][CH2:18]5)=[CH:12][CH:11]=4)[CH:5]=[CH:6][CH:7]=3)[N:32]=2)[CH:28]=[CH:29][CH:30]=1, predict the reactants needed to synthesize it. The reactants are: Br[C:2]1[CH:3]=[C:4]([NH:8][C:9](=[O:23])[C:10]2[CH:15]=[CH:14][C:13]([CH2:16][N:17]3[CH2:22][CH2:21][CH2:20][CH2:19][CH2:18]3)=[CH:12][CH:11]=2)[CH:5]=[CH:6][CH:7]=1.[Cl:24][C:25]1[C:26]([F:38])=[C:27]([C:31]2[CH:36]=[CH:35][N:34]=[C:33]([NH2:37])[N:32]=2)[CH:28]=[CH:29][CH:30]=1.CC1(C)C2C(=C(P(C3C=CC=CC=3)C3C=CC=CC=3)C=CC=2)OC2C(P(C3C=CC=CC=3)C3C=CC=CC=3)=CC=CC1=2. (10) The reactants are: [CH:1]12[O:7][CH:2]1[CH2:3][CH2:4][CH2:5][CH2:6]2.[CH2:8]([NH2:15])[C:9]1[CH:14]=[CH:13][CH:12]=[CH:11][CH:10]=1. Given the product [CH2:8]([NH:15][C@@H:2]1[CH2:3][CH2:4][CH2:5][CH2:6][C@H:1]1[OH:7])[C:9]1[CH:14]=[CH:13][CH:12]=[CH:11][CH:10]=1, predict the reactants needed to synthesize it.